From a dataset of Full USPTO retrosynthesis dataset with 1.9M reactions from patents (1976-2016). Predict the reactants needed to synthesize the given product. (1) Given the product [CH2:1]([CH:3]([N:6]1[C:10]2[CH:11]=[CH:12][C:13]([C:15]([OH:17])=[O:16])=[CH:14][C:9]=2[N:8]=[C:7]1[CH2:18][CH:19]1[CH2:23][CH2:22][CH2:21][O:20]1)[CH2:4][CH3:5])[CH3:2], predict the reactants needed to synthesize it. The reactants are: [CH2:1]([CH:3]([N:6]1[C:10]2[CH:11]=[CH:12][C:13]([C:15]([OH:17])=[O:16])=[CH:14][C:9]=2[N:8]=[C:7]1[CH2:18][C:19]1[O:20][CH:21]=[CH:22][CH:23]=1)[CH2:4][CH3:5])[CH3:2]. (2) Given the product [C:12]([C:13]1[C:9](=[O:10])[N:8]([C:3]2[CH:4]=[CH:5][CH:6]=[CH:7][C:2]=2[Cl:1])[C:24]([CH3:29])=[CH:25][C:14]=1[OH:15])(=[O:16])[CH3:11], predict the reactants needed to synthesize it. The reactants are: [Cl:1][C:2]1[CH:7]=[CH:6][CH:5]=[CH:4][C:3]=1[N:8]=[C:9]=[O:10].[CH2:11]=[C:12]1[O:16][C:14](=[O:15])[CH2:13]1.C(N(CC)CC)C.[C:24]1(C)[CH:29]=CC=C[CH:25]=1. (3) Given the product [Br:3][C:4]1[CH:5]=[C:6]([CH2:32][C:33]([OH:35])=[O:34])[CH:7]=[C:8]([Br:31])[C:9]=1[O:10][C:11]1[CH:16]=[C:15]([CH:17]([CH3:19])[CH3:18])[C:14]([O:20][CH3:21])=[CH:13][C:12]=1[CH:22]([OH:30])[C:23]1[CH:28]=[CH:27][CH:26]=[C:25]([CH3:29])[CH:24]=1, predict the reactants needed to synthesize it. The reactants are: [Li+].[OH-].[Br:3][C:4]1[CH:5]=[C:6]([CH2:32][C:33]([OH:35])=[O:34])[CH:7]=[C:8]([Br:31])[C:9]=1[O:10][C:11]1[CH:16]=[C:15]([CH:17]([CH3:19])[CH3:18])[C:14]([O:20][CH3:21])=[CH:13][C:12]=1[C:22](=[O:30])[C:23]1[CH:28]=[CH:27][CH:26]=[C:25]([CH3:29])[CH:24]=1.[BH4-].[Na+].Cl. (4) Given the product [CH:1]1([S:4]([C:7]2[CH:8]=[CH:9][C:10]([CH:13]([C:21]3[NH:25][C:24]([C:26]4[N:31]=[CH:30][C:29]([CH:32]([OH:33])[CH3:34])=[CH:28][CH:27]=4)=[CH:23][CH:22]=3)[CH2:14][CH:15]3[CH2:16][CH2:17][O:18][CH2:19][CH2:20]3)=[CH:11][CH:12]=2)(=[O:6])=[O:5])[CH2:3][CH2:2]1, predict the reactants needed to synthesize it. The reactants are: [CH:1]1([S:4]([C:7]2[CH:12]=[CH:11][C:10]([CH:13]([C:21]3[NH:25][C:24]([C:26]4[N:31]=[CH:30][C:29]([CH:32]=[O:33])=[CH:28][CH:27]=4)=[CH:23][CH:22]=3)[CH2:14][CH:15]3[CH2:20][CH2:19][O:18][CH2:17][CH2:16]3)=[CH:9][CH:8]=2)(=[O:6])=[O:5])[CH2:3][CH2:2]1.[CH3:34][Mg]Br.O.